Dataset: Full USPTO retrosynthesis dataset with 1.9M reactions from patents (1976-2016). Task: Predict the reactants needed to synthesize the given product. (1) Given the product [CH:1]1(/[C:5](/[B:31]2[O:32][CH2:33][C:34]([CH3:37])([CH3:38])[CH2:35][O:36]2)=[C:6](/[C:42]2[CH:47]=[CH:46][C:45](/[CH:48]=[CH:49]/[C:50]([O:52][C:53]([CH3:56])([CH3:55])[CH3:54])=[O:51])=[CH:44][CH:43]=2)\[C:7]2[CH:8]=[C:9]3[C:13](=[CH:14][CH:15]=2)[N:12]([CH:16]2[CH2:21][CH2:20][CH2:19][CH2:18][O:17]2)[N:11]=[C:10]3[F:22])[CH2:2][CH2:3][CH2:4]1, predict the reactants needed to synthesize it. The reactants are: [CH:1]1([C:5]#[C:6][C:7]2[CH:8]=[C:9]3[C:13](=[CH:14][CH:15]=2)[N:12]([CH:16]2[CH2:21][CH2:20][CH2:19][CH2:18][O:17]2)[N:11]=[C:10]3[F:22])[CH2:4][CH2:3][CH2:2]1.[B:31]1([B:31]2[O:36][CH2:35][C:34]([CH3:38])([CH3:37])[CH2:33][O:32]2)[O:36][CH2:35][C:34]([CH3:38])([CH3:37])[CH2:33][O:32]1.N#N.I[C:42]1[CH:47]=[CH:46][C:45](/[CH:48]=[CH:49]/[C:50]([O:52][C:53]([CH3:56])([CH3:55])[CH3:54])=[O:51])=[CH:44][CH:43]=1.C([O-])([O-])=O.[Cs+].[Cs+]. (2) Given the product [Cl:1][C:2]1[C:3]([NH:23][C:24]2[CH:28]=[C:27]([CH3:29])[NH:26][N:25]=2)=[N:4][C:5]([NH:8][C:9]2[CH:14]=[C:13]([CH3:15])[C:12]([CH:16]3[CH2:21][CH2:20][N:19]([CH:37]4[CH2:42][CH2:41][S:40][CH2:39][CH2:38]4)[CH2:18][CH2:17]3)=[CH:11][C:10]=2[CH3:22])=[N:6][CH:7]=1, predict the reactants needed to synthesize it. The reactants are: [Cl:1][C:2]1[C:3]([NH:23][C:24]2[CH:28]=[C:27]([CH3:29])[NH:26][N:25]=2)=[N:4][C:5]([NH:8][C:9]2[CH:14]=[C:13]([CH3:15])[C:12]([CH:16]3[CH2:21][CH2:20][NH:19][CH2:18][CH2:17]3)=[CH:11][C:10]=2[CH3:22])=[N:6][CH:7]=1.C([O-])([O-])=O.[Cs+].[Cs+].I[CH:37]1[CH2:42][CH2:41][S:40][CH2:39][CH2:38]1.[NH4+].[Cl-].